From a dataset of Full USPTO retrosynthesis dataset with 1.9M reactions from patents (1976-2016). Predict the reactants needed to synthesize the given product. (1) Given the product [F:22][C:19]1[CH:18]=[CH:17][C:16]([C:13]2[CH:12]=[C:11]([CH2:10][CH2:9][OH:8])[NH:15][N:14]=2)=[CH:21][CH:20]=1, predict the reactants needed to synthesize it. The reactants are: C([O:8][CH2:9][CH2:10][C:11]1[NH:15][N:14]=[C:13]([C:16]2[CH:21]=[CH:20][C:19]([F:22])=[CH:18][CH:17]=2)[CH:12]=1)C1C=CC=CC=1. (2) The reactants are: [F:1][C:2]([F:21])([F:20])[C:3]1[NH:8][C:7](=O)[N:6]=[C:5]([C:10]2[CH:15]=[CH:14][CH:13]=[C:12]([C:16]([F:19])([F:18])[F:17])[CH:11]=2)[CH:4]=1.O=P(Cl)(Cl)[Cl:24]. Given the product [Cl:24][C:7]1[N:8]=[C:3]([C:2]([F:21])([F:20])[F:1])[CH:4]=[C:5]([C:10]2[CH:15]=[CH:14][CH:13]=[C:12]([C:16]([F:19])([F:18])[F:17])[CH:11]=2)[N:6]=1, predict the reactants needed to synthesize it. (3) Given the product [CH3:12][C:13]1[CH:14]=[C:3]([C:1]#[N:2])[C:4](=[O:5])[NH:6][C:7]=1[CH3:8], predict the reactants needed to synthesize it. The reactants are: [C:1]([CH2:3][C:4]([NH2:6])=[O:5])#[N:2].[C:7](O)(=O)[CH3:8].N1CC[CH2:14][CH2:13][CH2:12]1.C(O)(=O)C. (4) Given the product [OH:30][CH:31]1[CH2:35][O:34][N:33]([C:22]([C:9]2[C:6]3[C:7](=[O:8])[N:2]([CH3:1])[C:3](=[O:29])[N:4]([CH2:25][CH:26]([CH3:28])[CH3:27])[C:5]=3[S:11][C:10]=2[CH2:12][C:13]2[C:21]3[C:16](=[N:17][CH:18]=[CH:19][CH:20]=3)[NH:15][CH:14]=2)=[O:24])[CH2:32]1, predict the reactants needed to synthesize it. The reactants are: [CH3:1][N:2]1[C:7](=[O:8])[C:6]2[C:9]([C:22]([OH:24])=O)=[C:10]([CH2:12][C:13]3[C:21]4[C:16](=[N:17][CH:18]=[CH:19][CH:20]=4)[NH:15][CH:14]=3)[S:11][C:5]=2[N:4]([CH2:25][CH:26]([CH3:28])[CH3:27])[C:3]1=[O:29].[OH:30][C@@H:31]1[CH2:35][O:34][NH:33][CH2:32]1. (5) Given the product [Cl:1][C:2]1[CH:3]=[C:4]([C:9]2([C:23]([F:25])([F:24])[F:26])[O:13][N:12]=[C:11]([C:14]3[CH:15]=[C:16]4[C:20](=[CH:21][CH:22]=3)[N:19]([C:37]([NH:36][CH2:34][CH3:35])=[O:38])[CH2:18][CH2:17]4)[CH2:10]2)[CH:5]=[C:6]([Cl:8])[CH:7]=1, predict the reactants needed to synthesize it. The reactants are: [Cl:1][C:2]1[CH:3]=[C:4]([C:9]2([C:23]([F:26])([F:25])[F:24])[O:13][N:12]=[C:11]([C:14]3[CH:15]=[C:16]4[C:20](=[CH:21][CH:22]=3)[NH:19][CH2:18][CH2:17]4)[CH2:10]2)[CH:5]=[C:6]([Cl:8])[CH:7]=1.C(N(CC)CC)C.[CH2:34]([N:36]=[C:37]=[O:38])[CH3:35]. (6) Given the product [CH3:17][N:13]1[C:14]([CH3:16])=[CH:15][C:11]([NH:10][C:4]2[C:5](=[O:9])[N:6]([CH3:8])[CH:7]=[C:2]([B:21]3[O:22][C:23]([CH3:25])([CH3:24])[C:19]([CH3:35])([CH3:18])[O:20]3)[CH:3]=2)=[N:12]1, predict the reactants needed to synthesize it. The reactants are: Br[C:2]1[CH:3]=[C:4]([NH:10][C:11]2[CH:15]=[C:14]([CH3:16])[N:13]([CH3:17])[N:12]=2)[C:5](=[O:9])[N:6]([CH3:8])[CH:7]=1.[CH3:18][C:19]1([CH3:35])[C:23]([CH3:25])([CH3:24])[O:22][B:21]([B:21]2[O:22][C:23]([CH3:25])([CH3:24])[C:19]([CH3:35])([CH3:18])[O:20]2)[O:20]1.CC(C1C=C(C(C)C)C(C2C=CC=CC=2P(C2CCCCC2)C2CCCCC2)=C(C(C)C)C=1)C.C([O-])(=O)C.[K+]. (7) Given the product [CH2:1]([C:8]1[CH:30]=[CH:29][C:11]([O:12][CH2:13][CH2:14][CH2:15][N:16]2[C:20]([CH3:21])=[CH:19][CH:18]=[C:17]2[C:22]2[CH:23]=[CH:24][C:25]([O:28][C@H:32]([CH2:38][C:39]3[CH:40]=[CH:41][CH:42]=[CH:43][CH:44]=3)[C:33]([O:35][CH2:36][CH3:37])=[O:34])=[CH:26][CH:27]=2)=[CH:10][CH:9]=1)[C:2]1[CH:3]=[CH:4][CH:5]=[CH:6][CH:7]=1, predict the reactants needed to synthesize it. The reactants are: [CH2:1]([C:8]1[CH:30]=[CH:29][C:11]([O:12][CH2:13][CH2:14][CH2:15][N:16]2[C:20]([CH3:21])=[CH:19][CH:18]=[C:17]2[C:22]2[CH:27]=[CH:26][C:25]([OH:28])=[CH:24][CH:23]=2)=[CH:10][CH:9]=1)[C:2]1[CH:7]=[CH:6][CH:5]=[CH:4][CH:3]=1.O[C@@H:32]([CH2:38][C:39]1[CH:44]=[CH:43][CH:42]=[CH:41][CH:40]=1)[C:33]([O:35][CH2:36][CH3:37])=[O:34].C1(P(C2C=CC=CC=2)C2C=CC=CC=2)C=CC=CC=1.N(C(N1CCCCC1)=O)=NC(N1CCCCC1)=O. (8) Given the product [C:1]([O:5][C:6](=[O:32])[CH2:7][O:8][C:9]1[C:18]2[CH2:17][CH2:16][CH2:15][C@@H:14]([N:19]([S:21]([C:24]3[CH:29]=[CH:28][C:27]([O:40][C:37]4[CH:38]=[CH:39][C:34]([Cl:33])=[CH:35][CH:36]=4)=[C:26]([Cl:31])[CH:25]=3)(=[O:23])=[O:22])[CH3:20])[C:13]=2[CH:12]=[CH:11][CH:10]=1)([CH3:4])([CH3:3])[CH3:2], predict the reactants needed to synthesize it. The reactants are: [C:1]([O:5][C:6](=[O:32])[CH2:7][O:8][C:9]1[C:18]2[CH2:17][CH2:16][CH2:15][C@@H:14]([N:19]([S:21]([C:24]3[CH:29]=[CH:28][C:27](F)=[C:26]([Cl:31])[CH:25]=3)(=[O:23])=[O:22])[CH3:20])[C:13]=2[CH:12]=[CH:11][CH:10]=1)([CH3:4])([CH3:3])[CH3:2].[Cl:33][C:34]1[CH:39]=[CH:38][C:37]([OH:40])=[CH:36][CH:35]=1. (9) The reactants are: [Cl:1][C:2]1[CH:7]=[CH:6][N:5]=[C:4]([CH:8]([CH:10]2[CH2:12][CH2:11]2)[OH:9])[C:3]=1[O:13][CH3:14]. Given the product [Cl:1][C:2]1[CH:7]=[CH:6][N:5]=[C:4]([C:8]([CH:10]2[CH2:12][CH2:11]2)=[O:9])[C:3]=1[O:13][CH3:14], predict the reactants needed to synthesize it. (10) Given the product [O:6]1[CH:5]=[CH:4][CH:3]=[C:2]1[CH:1]=[CH:9][C:10]1[CH:19]=[CH:18][C:17]2[C:12](=[CH:13][CH:14]=[CH:15][CH:16]=2)[CH:11]=1, predict the reactants needed to synthesize it. The reactants are: [CH:1](=O)[C:2]1[O:6][CH:5]=[CH:4][CH:3]=1.Br[CH2:9][C:10]1[CH:19]=[CH:18][C:17]2[C:12](=[CH:13][CH:14]=[CH:15][CH:16]=2)[CH:11]=1.C1([SiH2]C2C=CC=CC=2)C=CC=CC=1.CCN(C(C)C)C(C)C.